From a dataset of Reaction yield outcomes from USPTO patents with 853,638 reactions. Predict the reaction yield, written as a fraction of the theoretical maximum amount of product (1.0 means a 100% yield; for example, 0.34 means a 34% yield). (1) The reactants are [CH3:1][C:2]1[C:3]([C:7]([OH:9])=O)=[N:4][O:5][N:6]=1.C(Cl)(=O)C(Cl)=O.[Cl:16][C:17]1[C:22]([O:23][CH3:24])=[CH:21][C:20]([Cl:25])=[CH:19][C:18]=1[C:26]1[C:27]([NH2:33])=[N:28][C:29]([NH2:32])=[CH:30][CH:31]=1.CCCCCCC. The catalyst is S(Cl)(Cl)=O.CN(C)C=O.CC#N.N1C=CC=CC=1. The product is [NH2:33][C:27]1[N:28]=[C:29]([NH:32][C:7]([C:3]2[C:2]([CH3:1])=[N:6][O:5][N:4]=2)=[O:9])[CH:30]=[CH:31][C:26]=1[C:18]1[CH:19]=[C:20]([Cl:25])[CH:21]=[C:22]([O:23][CH3:24])[C:17]=1[Cl:16]. The yield is 0.180. (2) The reactants are C(OC(=O)[NH:7][CH:8]1[CH2:13][CH2:12][N:11]([CH:14]2[CH2:17][O:16][CH2:15]2)[CH2:10][CH2:9]1)(C)(C)C.C(O)(C(F)(F)F)=O. The catalyst is ClCCl. The product is [O:16]1[CH2:17][CH:14]([N:11]2[CH2:12][CH2:13][CH:8]([NH2:7])[CH2:9][CH2:10]2)[CH2:15]1. The yield is 1.00.